This data is from Full USPTO retrosynthesis dataset with 1.9M reactions from patents (1976-2016). The task is: Predict the reactants needed to synthesize the given product. (1) Given the product [Br:45][CH:24]([C:26]1[C:35]([C:36]2[CH:41]=[CH:40][CH:39]=[CH:38][CH:37]=2)=[C:34]([O:42][CH3:43])[C:33]2[C:28](=[CH:29][CH:30]=[C:31]([F:44])[CH:32]=2)[N:27]=1)[CH3:25], predict the reactants needed to synthesize it. The reactants are: ClC1C2C(=CC=C(F)C=2)N=C(CC)C=1C1C=CC=CC=1.C[O-].[Na+].[CH2:24]([C:26]1[C:35]([C:36]2[CH:41]=[CH:40][CH:39]=[CH:38][CH:37]=2)=[C:34]([O:42][CH3:43])[C:33]2[C:28](=[CH:29][CH:30]=[C:31]([F:44])[CH:32]=2)[N:27]=1)[CH3:25].[Br:45]N1C(C)(C)C(=O)N(Br)C1=O.C(OOC(=O)C1C=CC=CC=1)(=O)C1C=CC=CC=1.C(=O)(O)[O-].[Na+]. (2) Given the product [CH3:21][O:20][C:15]1[CH:16]=[CH:17][CH:18]=[CH:19][C:14]=1[C:12]1[O:11][N:10]=[C:9]([CH2:8][CH2:7][CH2:6][C:5]([OH:22])=[O:4])[CH:13]=1, predict the reactants needed to synthesize it. The reactants are: [Li+].[OH-].C[O:4][C:5](=[O:22])[CH2:6][CH2:7][CH2:8][C:9]1[CH:13]=[C:12]([C:14]2[CH:19]=[CH:18][CH:17]=[CH:16][C:15]=2[O:20][CH3:21])[O:11][N:10]=1. (3) Given the product [CH3:1][C:2]1[CH:7]=[C:6]([CH3:8])[CH:5]=[CH:4][C:3]=1[N:9]([CH2:23][CH:24]([CH3:26])[CH3:25])[S:10]([C:13]1[CH:18]=[CH:17][C:16]([CH:19]([N:27]2[CH2:32][CH2:31][O:30][CH2:29][CH2:28]2)[CH2:21][OH:20])=[C:15]([OH:22])[CH:14]=1)(=[O:12])=[O:11], predict the reactants needed to synthesize it. The reactants are: [CH3:1][C:2]1[CH:7]=[C:6]([CH3:8])[CH:5]=[CH:4][C:3]=1[N:9]([CH2:23][CH:24]([CH3:26])[CH3:25])[S:10]([C:13]1[CH:18]=[CH:17][C:16]([CH:19]2[CH2:21][O:20]2)=[C:15]([OH:22])[CH:14]=1)(=[O:12])=[O:11].[NH:27]1[CH2:32][CH2:31][O:30][CH2:29][CH2:28]1. (4) Given the product [C:41]([NH:40][C:36]1[CH:35]=[C:34]([C:2]#[C:1][C:3]2[N:7]3[CH:8]=[C:9]([C:12]4[CH:13]=[CH:14][C:15]([C:16]([N:18]5[CH2:23][CH2:22][N:21]([C:24]([O:26][C:27]([CH3:28])([CH3:29])[CH3:30])=[O:25])[CH2:20][CH2:19]5)=[O:17])=[CH:31][CH:32]=4)[CH:10]=[CH:11][C:6]3=[N:5][CH:4]=2)[CH:39]=[CH:38][N:37]=1)(=[O:43])[CH3:42], predict the reactants needed to synthesize it. The reactants are: [C:1]([C:3]1[N:7]2[CH:8]=[C:9]([C:12]3[CH:32]=[CH:31][C:15]([C:16]([N:18]4[CH2:23][CH2:22][N:21]([C:24]([O:26][C:27]([CH3:30])([CH3:29])[CH3:28])=[O:25])[CH2:20][CH2:19]4)=[O:17])=[CH:14][CH:13]=3)[CH:10]=[CH:11][C:6]2=[N:5][CH:4]=1)#[CH:2].Br[C:34]1[CH:39]=[CH:38][N:37]=[C:36]([NH:40][C:41](=[O:43])[CH3:42])[CH:35]=1. (5) Given the product [CH3:1][C:2]1[CH:7]=[CH:6][C:5]([S:8][C:9]2[CH:10]=[C:11]([CH:12]=[CH:16][CH:17]=2)[C:25]([OH:27])=[O:26])=[C:4]([N+:18]([O-:20])=[O:19])[CH:3]=1, predict the reactants needed to synthesize it. The reactants are: [CH3:1][C:2]1[CH:7]=[CH:6][C:5]([S:8][C:9]2[CH:17]=[CH:16][C:12](C(O)=O)=[CH:11][CH:10]=2)=[C:4]([N+:18]([O-:20])=[O:19])[CH:3]=1.SC1C=C(C=CC=1)[C:25]([OH:27])=[O:26].